From a dataset of Reaction yield outcomes from USPTO patents with 853,638 reactions. Predict the reaction yield, written as a fraction of the theoretical maximum amount of product (1.0 means a 100% yield; for example, 0.34 means a 34% yield). The reactants are [OH:1][C@H:2]1[C@@H:6]([OH:7])[CH2:5][N:4]([C:8]([O:10][C:11]([CH3:14])([CH3:13])[CH3:12])=[O:9])[CH2:3]1.[H-].[Na+].Br[CH2:18]Br. The catalyst is CN(C=O)C. The product is [O:1]1[CH:2]2[CH2:3][N:4]([C:8]([O:10][C:11]([CH3:14])([CH3:13])[CH3:12])=[O:9])[CH2:5][CH:6]2[O:7][CH2:18]1. The yield is 0.540.